Dataset: Full USPTO retrosynthesis dataset with 1.9M reactions from patents (1976-2016). Task: Predict the reactants needed to synthesize the given product. (1) Given the product [Cl:7][C:8]1[CH:9]=[CH:10][C:11]2[N:12]([CH:15]=[CH:16][N:14]=2)[N:13]=1, predict the reactants needed to synthesize it. The reactants are: Br.C([O-])(O)=O.[Na+].[Cl:7][C:8]1[N:13]=[N:12][C:11]([NH2:14])=[CH:10][CH:9]=1.[CH3:15][CH2:16]O. (2) Given the product [CH3:1][C:2]1[CH:7]=[CH:6][C:5]([C:8]2[CH2:13][CH2:12][N:11]([CH2:24][CH2:25][CH3:26])[CH2:10][CH:9]=2)=[C:4]([CH:14]2[CH2:19][C:18]([CH3:21])([CH3:20])[CH2:17][C:16]([CH3:23])([CH3:22])[CH2:15]2)[CH:3]=1, predict the reactants needed to synthesize it. The reactants are: [CH3:1][C:2]1[CH:7]=[CH:6][C:5]([C:8]2[CH2:9][CH2:10][NH:11][CH2:12][CH:13]=2)=[C:4]([CH:14]2[CH2:19][C:18]([CH3:21])([CH3:20])[CH2:17][C:16]([CH3:23])([CH3:22])[CH2:15]2)[CH:3]=1.[CH:24](=O)[CH2:25][CH3:26].C(O[BH-](OC(=O)C)OC(=O)C)(=O)C.[Na+].C(O)(=O)C.C(=O)([O-])O.[Na+]. (3) Given the product [C:1]([O:5][C:6]([N:8]1[CH2:14][C:13]2[CH:15]=[C:16]([N:19]3[CH2:23][CH:22]([CH2:24][O:25][S:37]([CH3:36])(=[O:39])=[O:38])[O:21][C:20]3=[O:26])[CH:17]=[CH:18][C:12]=2[O:11][CH2:10][CH2:9]1)=[O:7])([CH3:4])([CH3:2])[CH3:3], predict the reactants needed to synthesize it. The reactants are: [C:1]([O:5][C:6]([N:8]1[CH2:14][C:13]2[CH:15]=[C:16]([N:19]3[CH2:23][CH:22]([CH2:24][OH:25])[O:21][C:20]3=[O:26])[CH:17]=[CH:18][C:12]=2[O:11][CH2:10][CH2:9]1)=[O:7])([CH3:4])([CH3:3])[CH3:2].C(N(C(C)C)CC)(C)C.[CH3:36][S:37](Cl)(=[O:39])=[O:38]. (4) Given the product [CH2:15]([C:2]1([OH:1])[CH2:3][CH2:4][N:5]([C:8]([O:10][C:11]([CH3:14])([CH3:13])[CH3:12])=[O:9])[CH2:6][CH2:7]1)[CH3:16], predict the reactants needed to synthesize it. The reactants are: [O:1]=[C:2]1[CH2:7][CH2:6][N:5]([C:8]([O:10][C:11]([CH3:14])([CH3:13])[CH3:12])=[O:9])[CH2:4][CH2:3]1.[CH2:15]([Mg]Br)[CH3:16].[Cl-].[NH4+]. (5) Given the product [F:6][C:7]1[CH:8]=[C:9]([OH:16])[CH:10]=[CH:11][C:12]=1[S:13][CH3:14], predict the reactants needed to synthesize it. The reactants are: S(=O)(=O)(O)O.[F:6][C:7]1[CH:8]=[C:9](N)[CH:10]=[CH:11][C:12]=1[S:13][CH3:14].[O:16]1CCCC1.N([O-])=O.[Na+].